Task: Predict which catalyst facilitates the given reaction.. Dataset: Catalyst prediction with 721,799 reactions and 888 catalyst types from USPTO (1) Reactant: CCCCCC.C([Li])CCC.[O:12]1[CH2:16][CH2:15][CH:14]([CH2:17][NH:18][C:19]([C:21]2[CH:25]=[C:24]([CH2:26][O:27][CH2:28][C:29]3[CH:34]=[CH:33][CH:32]=[CH:31][C:30]=3[F:35])[O:23][N:22]=2)=[O:20])[CH2:13]1.[Br:36]C(Cl)(Cl)Cl.Cl. Product: [O:12]1[CH2:16][CH2:15][CH:14]([CH2:17][NH:18][C:19]([C:21]2[C:25]([Br:36])=[C:24]([CH2:26][O:27][CH2:28][C:29]3[CH:34]=[CH:33][CH:32]=[CH:31][C:30]=3[F:35])[O:23][N:22]=2)=[O:20])[CH2:13]1. The catalyst class is: 7. (2) Reactant: [C:1]([C:4]1[O:5][C:6]2[CH:12]=[CH:11][C:10]([O:13]C)=[CH:9][C:7]=2[CH:8]=1)([OH:3])=[O:2]. Product: [C:1]([C:4]1[O:5][C:6]2[CH:12]=[CH:11][C:10]([OH:13])=[CH:9][C:7]=2[CH:8]=1)([OH:3])=[O:2]. The catalyst class is: 4.